From a dataset of HIV replication inhibition screening data with 41,000+ compounds from the AIDS Antiviral Screen. Binary Classification. Given a drug SMILES string, predict its activity (active/inactive) in a high-throughput screening assay against a specified biological target. The molecule is C1CCC2(CC1)C[N+]1(CCCC1)C1(CCC1)O2.[O-][Cl+3]([O-])([O-])O. The result is 0 (inactive).